From a dataset of NCI-60 drug combinations with 297,098 pairs across 59 cell lines. Regression. Given two drug SMILES strings and cell line genomic features, predict the synergy score measuring deviation from expected non-interaction effect. (1) Drug 1: CS(=O)(=O)C1=CC(=C(C=C1)C(=O)NC2=CC(=C(C=C2)Cl)C3=CC=CC=N3)Cl. Drug 2: C(=O)(N)NO. Cell line: IGROV1. Synergy scores: CSS=0.809, Synergy_ZIP=-0.139, Synergy_Bliss=0.319, Synergy_Loewe=1.42, Synergy_HSA=0.858. (2) Synergy scores: CSS=10.2, Synergy_ZIP=-5.01, Synergy_Bliss=2.78, Synergy_Loewe=-11.1, Synergy_HSA=0.228. Cell line: UO-31. Drug 2: C1CC(=O)NC(=O)C1N2C(=O)C3=CC=CC=C3C2=O. Drug 1: CCC1=C2CN3C(=CC4=C(C3=O)COC(=O)C4(CC)O)C2=NC5=C1C=C(C=C5)O.